Dataset: HIV replication inhibition screening data with 41,000+ compounds from the AIDS Antiviral Screen. Task: Binary Classification. Given a drug SMILES string, predict its activity (active/inactive) in a high-throughput screening assay against a specified biological target. (1) The drug is Cc1nnc2n(c1=O)CCCN2C.I. The result is 0 (inactive). (2) The compound is O=C1C=CC(=O)c2c(O)ccc(O)c21. The result is 0 (inactive). (3) The drug is COc1ccc2c(=O)c(S)coc2c1. The result is 0 (inactive). (4) The molecule is O=C1c2sc(-c3ccc(Cl)cc3)cc2-n2cccc21. The result is 0 (inactive). (5) The compound is CCOC(=O)C(NC(=O)Nc1ccc(Cl)cc1)(OC)C(F)(F)F. The result is 0 (inactive). (6) The molecule is CC(=O)Nc1ccc(SS(=O)(=O)c2ccc(NC(C)=O)cc2)cc1. The result is 0 (inactive). (7) The compound is O=NN(CCCl)C(=O)NC1CCC(=O)NC1=O. The result is 0 (inactive).